This data is from Forward reaction prediction with 1.9M reactions from USPTO patents (1976-2016). The task is: Predict the product of the given reaction. Given the reactants [Cl:1][C:2]1[CH:3]=[CH:4][C:5]2[N:11]([CH2:12][C:13]([CH3:17])([CH3:16])[CH2:14][OH:15])[C:10](=[O:18])[C@@H:9]([CH2:19][C:20](O)=[O:21])[O:8][C@H:7]([C:23]3[CH:28]=[CH:27][CH:26]=[C:25]([O:29][CH3:30])[C:24]=3[O:31][CH3:32])[C:6]=2[CH:33]=1.Cl.[NH2:35][CH2:36][CH2:37][CH2:38][CH2:39][C:40]([O:42][CH3:43])=[O:41].P(C#N)(OCC)(OCC)=O.C(N(CC)CC)C, predict the reaction product. The product is: [Cl:1][C:2]1[CH:3]=[CH:4][C:5]2[N:11]([CH2:12][C:13]([CH3:16])([CH3:17])[CH2:14][OH:15])[C:10](=[O:18])[C@@H:9]([CH2:19][C:20]([NH:35][CH2:36][CH2:37][CH2:38][CH2:39][C:40]([O:42][CH3:43])=[O:41])=[O:21])[O:8][C@H:7]([C:23]3[CH:28]=[CH:27][CH:26]=[C:25]([O:29][CH3:30])[C:24]=3[O:31][CH3:32])[C:6]=2[CH:33]=1.